This data is from B-cell epitopes from IEDB database with 3,159 antigens for binding position prediction. The task is: Token-level Classification. Given an antigen amino acid sequence, predict which amino acid positions are active epitope sites capable of antibody binding. Output is a list of indices for active positions. (1) Given the antigen sequence: MRNLFIALMLLFSSIAFSQTVENNKKTVQQPQQIESKVNIKKLSENEECPFIKQVDENGNLIDCCEICCNPACFGCLN, which amino acid positions are active epitope sites? The epitope positions are: [61, 62, 63, 64, 65, 66, 67, 68, 69, 70, 71, 72, 73, 74, 75, 76, 77]. The amino acids at these positions are: IDCCEICCNPACFGCLN. (2) Given the antigen sequence: MARAVGIDLGTTNSVVAVLEGGDPVVVANSEGSRTTPSIVAFARNGEVLVGQPAKNQAVTNVDRTIRSVKRHMGTDWSIEIDGKKYTAQEISARVLMKLKRDAEAYLGEDITDAVITVPAYFNDAQRQATKEAGQIAGLNVLRIVNEPTAAALAYGLDKGEKEQTILVFDLGGGTFDVSLLEIGEGVVEVRATSGDNQLGGDDWDDRIVNWLVDKFKGTSGIDLTKDKMAMQRLREAAEKAKIELSSSQSTSINLPYITVDADKNPLFLDEQLTRAEFQRITQDLLDRTRQPFKSVIADAGISVSDIDHVVLVGGSTRMPAVTDLVKELTGGKEPNKGVNPDEVVAVGAALQAGVLKGEVKDVLLLDVTPLSLGIETKGGVMTKLIERNTTIPTKRSETFTTADDNQPSVQIQVYQGEREIAAHNKLLGSFELTGIPPAPRGVPQIEVTFDIDANGIVHVTAKDKGTGKENTIKIQEGSGLSKEEIDRMIKDAEAHAEED..., which amino acid positions are active epitope sites? The epitope positions are: [584, 585, 586, 587, 588, 589, 590, 591, 592, 593, 594, 595, 596, 597]. The amino acids at these positions are: TQAESAQAGGPDGA. (3) The epitope positions are: [56, 57, 58, 59, 60, 61, 62, 63, 64, 65, 66, 67, 68]. The amino acids at these positions are: HIDSQKKAIERMK. Given the antigen sequence: TPQNITDLCAEYHNTQIYTLNDKIFSYTESLAGKREMAIITFKNGAIFQVEVPGSQHIDSQKKAIERMKDTLRIAYLTEAKVEKLCVWNNKTPHAIAAISMAN, which amino acid positions are active epitope sites? (4) Given the antigen sequence: MVSFNIITVAFCSILFNYAVSSPQEEAVPTKQVNGSHLLFDDMKMLYDVMRSIHESMLKRILEKNFEAVGMEATSATKTHDALKTVKQLIKTDAPFNTSDFDTLDLEYLSGQCNEELLKLLIEAIYGMEIIIEKTNSFVGKSAEHSNNVDTELRKYYWDNIYDDQSDYIMDKLSNLYKAFITNSAALRIASEELRKFETRKAQKNDYRFINPSSTPEPETSSPSHGEYTAAQPPKPAETPKPTGSSFTFGGLTVATLCYFVLSAF, which amino acid positions are active epitope sites? The epitope positions are: [115, 116, 117, 118, 119, 120, 121, 122, 123]. The amino acids at these positions are: ELLKLLIEA. (5) Given the antigen sequence: MKTLLILTILAMATTIATANMQVDPSGQVQWPQQQPFPQPQQPFCQQPQRTIPQPHQTFHHQPQQTFPQPQQTYPHQPQQQFPQTQQPQQPFPQPQQTFPQQPQLPFPQQPQQPFPQPQQPQQPFPQSQQPQQPFPQPQQQFPQPQQPQQSFPQQQQPAIQSFLQQQMNPCKNFLLQQCNHVSLVSSLVSIILPRSDCQVMQQQCCQQLAQIPQQLQCAAIHSVAHSIIMQQEQQQGVPILRPLFQLAQGLGIIQPQQPAQLEGIRSLVLKTLPTMCNVYVPPDCSTINVPYANIDAGIGGQ, which amino acid positions are active epitope sites? The epitope positions are: [86, 87, 88, 89, 90, 91, 92, 93, 94, 95]. The amino acids at these positions are: QPQQPFPQPQ.